Dataset: Reaction yield outcomes from USPTO patents with 853,638 reactions. Task: Predict the reaction yield, written as a fraction of the theoretical maximum amount of product (1.0 means a 100% yield; for example, 0.34 means a 34% yield). (1) The reactants are [F:1][C:2]1[N:7]2[CH:8]=[C:9]([CH:11]=[O:12])[N:10]=[C:6]2[CH:5]=[CH:4][CH:3]=1.[BH4-].[Na+]. The catalyst is CO. The product is [F:1][C:2]1[N:7]2[CH:8]=[C:9]([CH2:11][OH:12])[N:10]=[C:6]2[CH:5]=[CH:4][CH:3]=1. The yield is 0.930. (2) The reactants are [C:1]([O:5][C:6]([NH:8][C@@H:9]([CH2:31][N:32]([CH:38]1[CH2:40][CH2:39]1)[CH2:33][CH2:34][CH2:35][CH:36]=[CH2:37])[C:10]([N:12]1[CH2:16][C@H:15]([OH:17])[CH2:14][C@H:13]1[C:18]([NH:20][C@:21]1([C:26]([O:28][CH2:29][CH3:30])=[O:27])[CH2:23][C@H:22]1[CH:24]=[CH2:25])=[O:19])=[O:11])=[O:7])([CH3:4])([CH3:3])[CH3:2].N1C=CN=C1.[Si:46](Cl)([C:49]([CH3:52])([CH3:51])[CH3:50])([CH3:48])[CH3:47]. The catalyst is CN(C=O)C. The product is [C:1]([O:5][C:6]([NH:8][C@@H:9]([CH2:31][N:32]([CH:38]1[CH2:40][CH2:39]1)[CH2:33][CH2:34][CH2:35][CH:36]=[CH2:37])[C:10]([N:12]1[CH2:16][C@H:15]([O:17][Si:46]([C:49]([CH3:52])([CH3:51])[CH3:50])([CH3:48])[CH3:47])[CH2:14][C@H:13]1[C:18]([NH:20][C@:21]1([C:26]([O:28][CH2:29][CH3:30])=[O:27])[CH2:23][C@H:22]1[CH:24]=[CH2:25])=[O:19])=[O:11])=[O:7])([CH3:2])([CH3:3])[CH3:4]. The yield is 0.940.